From a dataset of NCI-60 drug combinations with 297,098 pairs across 59 cell lines. Regression. Given two drug SMILES strings and cell line genomic features, predict the synergy score measuring deviation from expected non-interaction effect. (1) Drug 1: C(CC(=O)O)C(=O)CN.Cl. Drug 2: C1CN(P(=O)(OC1)NCCCl)CCCl. Cell line: RXF 393. Synergy scores: CSS=0.325, Synergy_ZIP=-1.06, Synergy_Bliss=-0.949, Synergy_Loewe=-1.14, Synergy_HSA=-1.10. (2) Drug 1: CC12CCC3C(C1CCC2O)C(CC4=C3C=CC(=C4)O)CCCCCCCCCS(=O)CCCC(C(F)(F)F)(F)F. Drug 2: C1=NNC2=C1C(=O)NC=N2. Cell line: MDA-MB-231. Synergy scores: CSS=2.88, Synergy_ZIP=-0.508, Synergy_Bliss=0.456, Synergy_Loewe=-1.62, Synergy_HSA=-0.485. (3) Drug 1: C(CN)CNCCSP(=O)(O)O. Drug 2: CC1C(C(CC(O1)OC2CC(CC3=C2C(=C4C(=C3O)C(=O)C5=CC=CC=C5C4=O)O)(C(=O)C)O)N)O. Cell line: SK-MEL-2. Synergy scores: CSS=13.6, Synergy_ZIP=-0.119, Synergy_Bliss=-3.02, Synergy_Loewe=-59.6, Synergy_HSA=-6.28. (4) Cell line: NCIH23. Drug 2: CN(CC1=CN=C2C(=N1)C(=NC(=N2)N)N)C3=CC=C(C=C3)C(=O)NC(CCC(=O)O)C(=O)O. Drug 1: C1=CN(C=N1)CC(O)(P(=O)(O)O)P(=O)(O)O. Synergy scores: CSS=41.0, Synergy_ZIP=-0.578, Synergy_Bliss=0.819, Synergy_Loewe=-37.2, Synergy_HSA=0.663. (5) Drug 1: CN(C)N=NC1=C(NC=N1)C(=O)N. Drug 2: CC1=C2C(C(=O)C3(C(CC4C(C3C(C(C2(C)C)(CC1OC(=O)C(C(C5=CC=CC=C5)NC(=O)C6=CC=CC=C6)O)O)OC(=O)C7=CC=CC=C7)(CO4)OC(=O)C)O)C)OC(=O)C. Cell line: MDA-MB-435. Synergy scores: CSS=20.7, Synergy_ZIP=-2.66, Synergy_Bliss=-6.94, Synergy_Loewe=-41.3, Synergy_HSA=-9.65. (6) Drug 1: CCCS(=O)(=O)NC1=C(C(=C(C=C1)F)C(=O)C2=CNC3=C2C=C(C=N3)C4=CC=C(C=C4)Cl)F. Drug 2: C1CCC(C(C1)N)N.C(=O)(C(=O)[O-])[O-].[Pt+4]. Cell line: CCRF-CEM. Synergy scores: CSS=28.6, Synergy_ZIP=-4.20, Synergy_Bliss=2.44, Synergy_Loewe=-34.4, Synergy_HSA=0.468. (7) Drug 1: CN1C(=O)N2C=NC(=C2N=N1)C(=O)N. Drug 2: CS(=O)(=O)OCCCCOS(=O)(=O)C. Cell line: COLO 205. Synergy scores: CSS=4.39, Synergy_ZIP=-1.44, Synergy_Bliss=-3.16, Synergy_Loewe=-9.25, Synergy_HSA=-7.38. (8) Drug 1: CS(=O)(=O)C1=CC(=C(C=C1)C(=O)NC2=CC(=C(C=C2)Cl)C3=CC=CC=N3)Cl. Drug 2: CC(C)(C#N)C1=CC(=CC(=C1)CN2C=NC=N2)C(C)(C)C#N. Cell line: UACC62. Synergy scores: CSS=1.56, Synergy_ZIP=0.0483, Synergy_Bliss=1.25, Synergy_Loewe=0.232, Synergy_HSA=0.237. (9) Cell line: OVCAR-8. Drug 2: B(C(CC(C)C)NC(=O)C(CC1=CC=CC=C1)NC(=O)C2=NC=CN=C2)(O)O. Drug 1: CC1=C(C=C(C=C1)NC(=O)C2=CC=C(C=C2)CN3CCN(CC3)C)NC4=NC=CC(=N4)C5=CN=CC=C5. Synergy scores: CSS=16.3, Synergy_ZIP=0.0261, Synergy_Bliss=-2.35, Synergy_Loewe=-34.6, Synergy_HSA=-2.93. (10) Drug 1: CC(CN1CC(=O)NC(=O)C1)N2CC(=O)NC(=O)C2. Drug 2: C1=NC2=C(N=C(N=C2N1C3C(C(C(O3)CO)O)O)F)N. Cell line: NCI-H522. Synergy scores: CSS=17.1, Synergy_ZIP=-7.48, Synergy_Bliss=-5.67, Synergy_Loewe=-5.28, Synergy_HSA=-4.62.